From a dataset of Forward reaction prediction with 1.9M reactions from USPTO patents (1976-2016). Predict the product of the given reaction. (1) Given the reactants [CH:1]1([CH2:4][O:5][C:6]2[C:11]([O:12][CH3:13])=[CH:10][CH:9]=[CH:8][C:7]=2/[CH:14]=[CH:15]/[C:16]2[N:17]=[C:18]3[S:25][C:24]([CH3:26])=[CH:23][N:19]3[C:20](=[O:22])[CH:21]=2)[CH2:3][CH2:2]1.[I:27]N1C(=O)CCC1=O, predict the reaction product. The product is: [CH:1]1([CH2:4][O:5][C:6]2[C:11]([O:12][CH3:13])=[CH:10][CH:9]=[CH:8][C:7]=2/[CH:14]=[CH:15]/[C:16]2[N:17]=[C:18]3[S:25][C:24]([CH3:26])=[CH:23][N:19]3[C:20](=[O:22])[C:21]=2[I:27])[CH2:3][CH2:2]1. (2) Given the reactants [N:1]12[CH2:8][CH2:7][CH:4]([CH2:5][CH2:6]1)[C:3](=[O:9])[CH2:2]2.[CH:10](=O)[C:11]1[CH:16]=[CH:15][CH:14]=[CH:13][CH:12]=1.[OH-].[Na+], predict the reaction product. The product is: [CH:10](=[C:2]1/[N:1]2[CH2:8][CH2:7][CH:4]([C:3]/1=[O:9])[CH2:5][CH2:6]2)/[C:11]1[CH:16]=[CH:15][CH:14]=[CH:13][CH:12]=1. (3) Given the reactants [Cl:1][C:2]1[CH:18]=[CH:17][C:5]2=[N:6][N:7]([C:9]3[CH:14]=[CH:13][C:12]([OH:15])=[CH:11][C:10]=3[OH:16])[N:8]=[C:4]2[CH:3]=1.Br[CH2:20][CH2:21][CH2:22][CH2:23][CH2:24][CH2:25][CH2:26][CH3:27].C(=O)([O-])[O-].[K+].[K+].CC(C)=O, predict the reaction product. The product is: [Cl:1][C:2]1[CH:18]=[CH:17][C:5]2=[N:6][N:7]([C:9]3[CH:14]=[CH:13][C:12]([O:15][CH2:20][CH2:21][CH2:22][CH2:23][CH2:24][CH2:25][CH2:26][CH3:27])=[CH:11][C:10]=3[OH:16])[N:8]=[C:4]2[CH:3]=1. (4) Given the reactants [OH:1][C:2]1([CH2:16][C:17](O)=O)[CH2:7][CH:6]2[CH2:8][CH2:9][CH:3]1[CH:4]=[C:5]2[C:10]1[CH:15]=[CH:14][CH:13]=[CH:12][CH:11]=1.[Cl:20][C:21]1[C:34]([Cl:35])=[CH:33][C:24]2[NH:25][C:26]([CH2:28][CH2:29][CH2:30][NH:31][CH3:32])=[N:27][C:23]=2[CH:22]=1, predict the reaction product. The product is: [Cl:35][C:34]1[C:21]([Cl:20])=[CH:22][C:23]2[NH:27][C:26]([CH2:28][CH2:29][CH2:30][N:31]([CH3:32])[CH2:17][CH2:16][C:2]3([OH:1])[CH2:7][CH:6]4[CH2:8][CH2:9][CH:3]3[CH:4]=[C:5]4[C:10]3[CH:15]=[CH:14][CH:13]=[CH:12][CH:11]=3)=[N:25][C:24]=2[CH:33]=1. (5) Given the reactants [Cl:1][C:2]1[CH:15]=[C:14]2[C:5]([O:6][CH2:7][CH2:8][N:9]3[C:13]2=[N:12][C:11](I)=[CH:10]3)=[CH:4][N:3]=1.Cl.[C:18]([NH2:21])(=[NH:20])[CH3:19].[CH3:22][C:23]1([CH3:63])C2C(=C(P(C3C=CC=CC=3)C3C=CC=CC=3)C=CC=2)OC2C(P(C3C=CC=CC=3)C3C=CC=CC=3)=CC=CC1=2.Cl.[CH:65]([NH:68]N)(C)C, predict the reaction product. The product is: [Cl:1][C:2]1[CH:15]=[C:14]2[C:5]([O:6][CH2:7][CH2:8][N:9]3[C:13]2=[N:12][C:11]([C:65]2[N:68]([CH:23]([CH3:63])[CH3:22])[N:21]=[C:18]([CH3:19])[N:20]=2)=[CH:10]3)=[CH:4][N:3]=1. (6) Given the reactants [CH3:1][O:2][C:3]1[CH:4]=[CH:5][CH:6]=[C:7]2[C:11]=1[CH:10]([NH:12][C:13]1[C:18]([C:19]([O-])=[O:20])=[CH:17][N:16]=[C:15]([S:22][CH3:23])[N:14]=1)[CH2:9][CH2:8]2.[H-].[Al+3].[Li+].[H-].[H-].[H-], predict the reaction product. The product is: [CH3:1][O:2][C:3]1[CH:4]=[CH:5][CH:6]=[C:7]2[C:11]=1[CH:10]([NH:12][C:13]1[C:18]([CH2:19][OH:20])=[CH:17][N:16]=[C:15]([S:22][CH3:23])[N:14]=1)[CH2:9][CH2:8]2. (7) Given the reactants C1CO[C:8]2[CH:7]=[CH:6][C:5]([NH:11]C3C(F)=CN=C([NH:11][C:5]4[CH:6]=[CH:7][CH:8]=[C:3]([OH:2])[CH:4]=4)N=3)=[CH:4][C:3]=2[O:2]1.[CH2:27]([O:34][NH:35][C:36]1[C:41]([C:42]([O:44][CH2:45][CH3:46])=[O:43])=[CH:40][N:39]=[C:38](Cl)[N:37]=1)[C:28]1[CH:33]=[CH:32][CH:31]=[CH:30][CH:29]=1.OC1C=C(C=CC=1)N, predict the reaction product. The product is: [CH2:27]([O:34][NH:35][C:36]1[C:41]([C:42]([O:44][CH2:45][CH3:46])=[O:43])=[CH:40][N:39]=[C:38]([NH:11][C:5]2[CH:6]=[CH:7][CH:8]=[C:3]([OH:2])[CH:4]=2)[N:37]=1)[C:28]1[CH:33]=[CH:32][CH:31]=[CH:30][CH:29]=1.